From a dataset of Forward reaction prediction with 1.9M reactions from USPTO patents (1976-2016). Predict the product of the given reaction. The product is: [CH2:27]([S:29]([N:23]1[CH2:24][CH2:25][CH:20]([C:11]2[C:10]3[C:14](=[C:15]([C:17]([NH2:19])=[O:18])[CH:16]=[C:8]([C:5]4[CH:6]=[CH:7][C:2]([F:1])=[CH:3][C:4]=4[CH3:26])[CH:9]=3)[NH:13][CH:12]=2)[CH2:21][CH2:22]1)(=[O:31])=[O:30])[CH3:28]. Given the reactants [F:1][C:2]1[CH:7]=[CH:6][C:5]([C:8]2[CH:9]=[C:10]3[C:14](=[C:15]([C:17]([NH2:19])=[O:18])[CH:16]=2)[NH:13][CH:12]=[C:11]3[CH:20]2[CH2:25][CH2:24][NH:23][CH2:22][CH2:21]2)=[C:4]([CH3:26])[CH:3]=1.[CH2:27]([S:29](Cl)(=[O:31])=[O:30])[CH3:28].C(N(CC)CC)C, predict the reaction product.